From a dataset of Forward reaction prediction with 1.9M reactions from USPTO patents (1976-2016). Predict the product of the given reaction. (1) Given the reactants [Br:1]Br.[NH:3]1[C:8](=[O:9])[CH2:7][CH2:6][CH2:5][C:4]1=[O:10].Br, predict the reaction product. The product is: [Br:1][CH:5]1[CH2:6][CH2:7][C:8](=[O:9])[NH:3][C:4]1=[O:10]. (2) Given the reactants [H-].[Al+3].[Li+].[H-].[H-].[H-].[OH-].[Na+].[O:9]1[CH2:13][CH2:12][CH2:11][CH2:10]1, predict the reaction product. The product is: [C:12]12([CH2:13][OH:9])[CH2:10][CH:11]([CH2:12][CH2:13]1)[CH:10]=[CH:11]2. (3) Given the reactants Br[CH2:2][C:3]([N:5]1[C:13]2[C:8](=[CH:9][C:10]([O:17][CH3:18])=[C:11]([N+:14]([O-])=O)[CH:12]=2)[CH2:7][CH2:6]1)=[O:4].C([O-])([O-])=O.[K+].[K+].[NH:25]1[CH2:29][CH2:28][CH:27]([OH:30])[CH2:26]1, predict the reaction product. The product is: [NH2:14][C:11]1[CH:12]=[C:13]2[C:8]([CH2:7][CH2:6][N:5]2[C:3](=[O:4])[CH2:2][N:25]2[CH2:29][CH2:28][CH:27]([OH:30])[CH2:26]2)=[CH:9][C:10]=1[O:17][CH3:18]. (4) The product is: [C:10]([O:9][C:8]([NH:7][C@@:2]1([CH3:1])[CH2:6][CH2:5][N:4]([C:28]([O:27][CH2:20][C:21]2[CH:26]=[CH:25][CH:24]=[CH:23][CH:22]=2)=[O:29])[CH2:3]1)=[O:14])([CH3:13])([CH3:12])[CH3:11]. Given the reactants [CH3:1][C@:2]1([NH:7][C:8](=[O:14])[O:9][C:10]([CH3:13])([CH3:12])[CH3:11])[CH2:6][CH2:5][NH:4][CH2:3]1.C(=O)([O-])O.[Na+].[CH2:20]([O:27][C:28](Cl)=[O:29])[C:21]1[CH:26]=[CH:25][CH:24]=[CH:23][CH:22]=1, predict the reaction product. (5) The product is: [C:12]([O:15][CH2:16][C:17]1([C:20]2[CH:25]=[CH:24][C:23]([C:2]3[N:7]=[C:6]4[NH:8][C:9](=[O:11])[CH2:10][C:5]4=[CH:4][CH:3]=3)=[CH:22][CH:21]=2)[CH2:19][CH2:18]1)(=[O:14])[CH3:13]. Given the reactants Cl[C:2]1[N:7]=[C:6]2[NH:8][C:9](=[O:11])[CH2:10][C:5]2=[CH:4][CH:3]=1.[C:12]([O:15][CH2:16][C:17]1([C:20]2[CH:25]=[CH:24][C:23](B3OC(C)(C)C(C)(C)O3)=[CH:22][CH:21]=2)[CH2:19][CH2:18]1)(=[O:14])[CH3:13].C([O-])([O-])=O.[Na+].[Na+], predict the reaction product.